Dataset: Full USPTO retrosynthesis dataset with 1.9M reactions from patents (1976-2016). Task: Predict the reactants needed to synthesize the given product. (1) Given the product [CH3:33][O:32][C:15]1[CH:16]=[CH:17][C:18]([O:20][CH2:21][C:22]2[CH:31]=[CH:30][C:29]3[C:24](=[CH:25][CH:26]=[CH:27][CH:28]=3)[N:23]=2)=[CH:19][C:14]=1[C:7]1([C:1]2[CH:2]=[CH:3][CH:4]=[CH:5][CH:6]=2)[CH2:12][CH:11]2[CH2:13][CH:8]1[CH2:9][CH2:10]2, predict the reactants needed to synthesize it. The reactants are: [C:1]1([C:7]2([C:14]3[CH:19]=[C:18]([O:20][CH2:21][C:22]4[CH:31]=[CH:30][C:29]5[C:24](=[CH:25][CH:26]=[CH:27][CH:28]=5)[N:23]=4)[CH:17]=[CH:16][C:15]=3[OH:32])[CH2:12][CH:11]3[CH2:13][CH:8]2[CH2:9][CH2:10]3)[CH:6]=[CH:5][CH:4]=[CH:3][CH:2]=1.[C:33](=O)([O-])[O-].[Cs+].[Cs+].CI. (2) Given the product [CH3:6][S:23][C:22](=[NH:24])[CH:21]([C:12]1[CH:13]=[C:14]([O:19][CH3:20])[C:15]([O:17][CH3:18])=[CH:16][C:11]=1[F:10])[NH:25][C:26]1[CH:27]=[CH:28][C:29]([C:32]2[N:36]=[C:35]([CH3:37])[O:34][N:33]=2)=[CH:30][CH:31]=1, predict the reactants needed to synthesize it. The reactants are: F[B-](F)(F)F.[CH3:6][O+](C)C.[F:10][C:11]1[CH:16]=[C:15]([O:17][CH3:18])[C:14]([O:19][CH3:20])=[CH:13][C:12]=1[CH:21]([NH:25][C:26]1[CH:31]=[CH:30][C:29]([C:32]2[N:36]=[C:35]([CH3:37])[O:34][N:33]=2)=[CH:28][CH:27]=1)[C:22]([NH2:24])=[S:23].C(=O)([O-])O.[Na+]. (3) Given the product [N:29]1([CH2:34][CH2:35][CH2:36][N:37]2[CH2:38][CH2:39][CH:40]([CH2:43][NH:44][C:6](=[O:8])[C:5]3[CH:9]=[C:10]([Cl:11])[C:2]([NH2:1])=[CH:3][C:4]=3[O:12][CH3:13])[CH2:41][CH2:42]2)[CH:33]=[CH:32][N:31]=[N:30]1, predict the reactants needed to synthesize it. The reactants are: [NH2:1][C:2]1[C:10]([Cl:11])=[CH:9][C:5]([C:6]([OH:8])=O)=[C:4]([O:12][CH3:13])[CH:3]=1.CN1CCOCC1.ClC(OCC(C)C)=O.[N:29]1([CH2:34][CH2:35][CH2:36][N:37]2[CH2:42][CH2:41][CH:40]([CH2:43][NH2:44])[CH2:39][CH2:38]2)[CH:33]=[CH:32][N:31]=[N:30]1. (4) The reactants are: CS(O[CH2:6][CH2:7][CH2:8][O:9][C:10]1[CH:15]=[CH:14][C:13]([CH:16]2[CH2:21][CH2:20][N:19]([C:22]([O-:24])=[O:23])[CH2:18][CH:17]2[O:25][CH2:26][C:27]2[CH:36]=[CH:35][C:34]3[C:29](=[CH:30][CH:31]=[CH:32][CH:33]=3)[CH:28]=2)=[CH:12][CH:11]=1)(=O)=O.[NH:37]1[CH2:42][CH2:41][O:40][CH2:39][CH2:38]1. Given the product [N:37]1([CH2:6][CH2:7][CH2:8][O:9][C:10]2[CH:15]=[CH:14][C:13]([CH:16]3[CH2:21][CH2:20][N:19]([C:22]([O:24][C:13]([CH3:16])([CH3:14])[CH3:12])=[O:23])[CH2:18][CH:17]3[O:25][CH2:26][C:27]3[CH:36]=[CH:35][C:34]4[C:29](=[CH:30][CH:31]=[CH:32][CH:33]=4)[CH:28]=3)=[CH:12][CH:11]=2)[CH2:42][CH2:41][O:40][CH2:39][CH2:38]1, predict the reactants needed to synthesize it.